From a dataset of Forward reaction prediction with 1.9M reactions from USPTO patents (1976-2016). Predict the product of the given reaction. (1) Given the reactants C1(S(O[CH:11]2[CH2:24][N:23]3[C:14](=[N:15][C:16]4[C:21]([C:22]3=[O:25])=[CH:20][CH:19]=[C:18]([Br:26])[CH:17]=4)[CH2:13][CH2:12]2)(=O)=O)C=CC=CC=1.[CH3:27][NH:28][CH3:29], predict the reaction product. The product is: [Br:26][C:18]1[CH:17]=[C:16]2[C:21]([C:22](=[O:25])[N:23]3[CH2:24][CH:11]([N:28]([CH3:29])[CH3:27])[CH2:12][CH2:13][C:14]3=[N:15]2)=[CH:20][CH:19]=1. (2) The product is: [CH2:26]([O:25][C:8]1[C:7](=[O:33])[C:6]([CH:3]([OH:5])[CH3:4])=[CH:24][N:10]2[CH2:11][CH2:12][N:13]([CH2:16][C:17]3[CH:18]=[CH:19][C:20]([F:23])=[CH:21][CH:22]=3)[C:14](=[O:15])[C:9]=12)[C:27]1[CH:32]=[CH:31][CH:30]=[CH:29][CH:28]=1. Given the reactants [BH4-].[Na+].[C:3]([C:6]1[C:7](=[O:33])[C:8]([O:25][CH2:26][C:27]2[CH:32]=[CH:31][CH:30]=[CH:29][CH:28]=2)=[C:9]2[C:14](=[O:15])[N:13]([CH2:16][C:17]3[CH:22]=[CH:21][C:20]([F:23])=[CH:19][CH:18]=3)[CH2:12][CH2:11][N:10]2[CH:24]=1)(=[O:5])[CH3:4], predict the reaction product.